From a dataset of Catalyst prediction with 721,799 reactions and 888 catalyst types from USPTO. Predict which catalyst facilitates the given reaction. Reactant: [CH3:1][C:2]1[CH:3]=[C:4]([NH:9][CH2:10][CH2:11][C:12]2[CH:17]=[CH:16][C:15]([C:18]([F:21])([F:20])[F:19])=[CH:14][CH:13]=2)[CH:5]=[CH:6][C:7]=1[CH3:8].[C:22]([C:30](O)=[O:31])(=[O:29])[C:23]1[CH:28]=[CH:27][CH:26]=[CH:25][CH:24]=1.Cl.CN(C)CCCN=C=NCC.ON1C2C=CC=CC=2N=N1.C(N(C(C)C)C(C)C)C. Product: [CH3:1][C:2]1[CH:3]=[C:4]([N:9]([CH2:10][CH2:11][C:12]2[CH:17]=[CH:16][C:15]([C:18]([F:20])([F:19])[F:21])=[CH:14][CH:13]=2)[C:30](=[O:31])[C:22](=[O:29])[C:23]2[CH:28]=[CH:27][CH:26]=[CH:25][CH:24]=2)[CH:5]=[CH:6][C:7]=1[CH3:8]. The catalyst class is: 4.